Dataset: Catalyst prediction with 721,799 reactions and 888 catalyst types from USPTO. Task: Predict which catalyst facilitates the given reaction. (1) Reactant: [CH:1]([O:4][C:5]1[CH:10]=[CH:9][C:8]([CH2:11][CH2:12][CH2:13][OH:14])=[C:7]([O:15][C:16]2[CH:21]=[CH:20][C:19]([C:22]([F:25])([F:24])[F:23])=[CH:18][N:17]=2)[CH:6]=1)([CH3:3])[CH3:2].[CH2:26]([N:28]1[CH:32]=[C:31]([CH2:33][C:34]([O:36]C)=[O:35])[C:30](O)=[N:29]1)[CH3:27].C(P(CCCC)CCCC)CCC.N(C(N1CCCCC1)=O)=NC(N1CCCCC1)=O.O1CCCC1CO.[OH-].[Na+].Cl. Product: [CH2:26]([N:28]1[CH:32]=[C:31]([CH2:33][C:34]([OH:36])=[O:35])[C:30]([O:14][CH2:13][CH2:12][CH2:11][C:8]2[CH:9]=[CH:10][C:5]([O:4][CH:1]([CH3:3])[CH3:2])=[CH:6][C:7]=2[O:15][C:16]2[CH:21]=[CH:20][C:19]([C:22]([F:25])([F:23])[F:24])=[CH:18][N:17]=2)=[N:29]1)[CH3:27]. The catalyst class is: 7. (2) The catalyst class is: 644. Reactant: COC(=O)C[NH:5][C:6](=[O:37])[C:7]1[CH:12]=[C:11]([Cl:13])[C:10]([O:14][C:15]2[CH:20]=[CH:19][N:18]=[CH:17][C:16]=2[C:21]([N:23]2[C:32]3[C:27](=[CH:28][CH:29]=[CH:30][CH:31]=3)[N:26]([CH:33]3[CH2:35][CH2:34]3)[CH2:25][CH2:24]2)=[O:22])=[CH:9][C:8]=1[Cl:36].[CH3:39][O:40][C:41](=[O:52])[CH2:42][CH2:43][CH:44](N)[CH2:45][CH2:46][C:47]([O:49][CH3:50])=[O:48]. Product: [CH3:50][O:49][C:47](=[O:48])[CH2:46][CH2:45][CH:44]([NH:5][C:6](=[O:37])[C:7]1[CH:12]=[C:11]([Cl:13])[C:10]([O:14][C:15]2[CH:20]=[CH:19][N:18]=[CH:17][C:16]=2[C:21]([N:23]2[C:32]3[C:27](=[CH:28][CH:29]=[CH:30][CH:31]=3)[N:26]([CH:33]3[CH2:34][CH2:35]3)[CH2:25][CH2:24]2)=[O:22])=[CH:9][C:8]=1[Cl:36])[CH2:43][CH2:42][C:41]([O:40][CH3:39])=[O:52]. (3) Reactant: [Cl:1][C:2]1[CH:3]=[C:4]([CH:9]=[CH:10][C:11]=1[O:12][CH2:13][CH2:14][CH3:15])[C:5]([O:7]C)=[O:6].Cl.CCOC(C)=O. Product: [Cl:1][C:2]1[CH:3]=[C:4]([CH:9]=[CH:10][C:11]=1[O:12][CH2:13][CH2:14][CH3:15])[C:5]([OH:7])=[O:6]. The catalyst class is: 494. (4) Reactant: [CH:1]1([NH:6][C:7]2[C:12]([C:13]#[N:14])=[CH:11][N:10]=[C:9]([S:15][CH3:16])[N:8]=2)[CH2:5][CH2:4][CH2:3][CH2:2]1.C1(S(N2C(C3C=CC=CC=3)O2)(=O)=[O:24])C=CC=CC=1. Product: [CH:1]1([NH:6][C:7]2[C:12]([C:13]#[N:14])=[CH:11][N:10]=[C:9]([S:15]([CH3:16])=[O:24])[N:8]=2)[CH2:2][CH2:3][CH2:4][CH2:5]1. The catalyst class is: 4. (5) Reactant: [CH2:1]([N:8]1[CH2:13][CH2:12][CH:11]([NH:14][CH:15]([C:18]2[CH:23]=[CH:22][N:21]=[CH:20][CH:19]=2)[C:16]#N)[CH2:10][CH2:9]1)[C:2]1[CH:7]=[CH:6][CH:5]=[CH:4][CH:3]=1.[F:24][C:25]1[CH:30]=[CH:29][C:28](C=CC=O)=[CH:27][CH:26]=1.C(=O)([O-])[O-].[K+].[K+].C(=O)([O-])O.[Na+].CN(C)[C:48](=O)[CH3:49]. Product: [CH2:1]([N:8]1[CH2:9][CH2:10][CH:11]([N:14]2[CH:49]=[CH:48][C:16]([C:28]3[CH:29]=[CH:30][C:25]([F:24])=[CH:26][CH:27]=3)=[C:15]2[C:18]2[CH:23]=[CH:22][N:21]=[CH:20][CH:19]=2)[CH2:12][CH2:13]1)[C:2]1[CH:3]=[CH:4][CH:5]=[CH:6][CH:7]=1. The catalyst class is: 6. (6) Reactant: [Br:1][C:2]1[C:3]([Cl:22])=[N:4][CH:5]=[C:6]([CH:21]=1)[C:7]([NH:9][C:10]1[CH:15]=[CH:14][C:13]([O:16][C:17]([F:20])([F:19])[F:18])=[CH:12][CH:11]=1)=[O:8].[CH3:23][N:24]1[CH2:30][CH2:29][CH2:28][NH:27][CH2:26][CH2:25]1.[CH3:31][CH2:32][N:33]([CH:37]([CH3:39])[CH3:38])[CH:34]([CH3:36])[CH3:35]. Product: [Br:1][C:2]1[C:3]([N:27]2[CH2:28][CH2:29][CH2:30][N:24]([CH3:23])[CH2:25][CH2:26]2)=[N:4][CH:5]=[C:6]([CH:21]=1)[C:7]([NH:9][C:10]1[CH:15]=[CH:14][C:13]([O:16][C:17]([F:20])([F:19])[F:18])=[CH:12][CH:11]=1)=[O:8].[CH3:31][CH2:32][N:33]([CH:37]([CH3:39])[CH3:38])[CH:34]([CH3:36])[CH3:35].[ClH:22]. The catalyst class is: 41. (7) Reactant: [NH2:1][CH2:2][C:3]1([OH:18])[CH2:8][CH2:7][CH:6]([CH2:9][O:10][CH2:11][C:12]2[CH:17]=[CH:16][CH:15]=[CH:14][CH:13]=2)[CH2:5][CH2:4]1.[OH-].[K+].[C:21](Cl)(Cl)=[O:22]. Product: [CH2:11]([O:10][CH2:9][CH:6]1[CH2:5][CH2:4][C:3]2([O:18][C:21](=[O:22])[NH:1][CH2:2]2)[CH2:8][CH2:7]1)[C:12]1[CH:13]=[CH:14][CH:15]=[CH:16][CH:17]=1. The catalyst class is: 93. (8) The catalyst class is: 4. Reactant: [CH3:1][C:2]1[C:3]2[N:4]([C:8]([N:11]3[CH2:16][CH2:15][N:14]([C:17](=[O:19])[CH3:18])[CH2:13][CH2:12]3)=[N:9][CH:10]=2)[CH:5]=[CH:6][N:7]=1.[Br:20]N1C(=O)CCC1=O.O. Product: [Br:20][C:10]1[N:9]=[C:8]([N:11]2[CH2:16][CH2:15][N:14]([C:17](=[O:19])[CH3:18])[CH2:13][CH2:12]2)[N:4]2[CH:5]=[CH:6][N:7]=[C:2]([CH3:1])[C:3]=12. (9) Reactant: [CH2:1]([N:8]([CH2:20][C:21]1[CH:26]=[CH:25][CH:24]=[CH:23][CH:22]=1)[C:9]1[N:10]=[CH:11][CH:12]=[C:13]2[CH:17]=[C:16]([CH:18]=[O:19])[NH:15][C:14]=12)[C:2]1[CH:7]=[CH:6][CH:5]=[CH:4][CH:3]=1.[C:27]1([Mg]Br)[CH:32]=[CH:31][CH:30]=[CH:29][CH:28]=1.CCOCC.[Cl-].[NH4+]. Product: [CH2:20]([N:8]([CH2:1][C:2]1[CH:3]=[CH:4][CH:5]=[CH:6][CH:7]=1)[C:9]1[N:10]=[CH:11][CH:12]=[C:13]2[CH:17]=[C:16]([CH:18]([C:27]3[CH:32]=[CH:31][CH:30]=[CH:29][CH:28]=3)[OH:19])[NH:15][C:14]=12)[C:21]1[CH:26]=[CH:25][CH:24]=[CH:23][CH:22]=1. The catalyst class is: 7.